This data is from Catalyst prediction with 721,799 reactions and 888 catalyst types from USPTO. The task is: Predict which catalyst facilitates the given reaction. (1) Reactant: [H-].[Na+].[F:3][C:4]([F:29])([F:28])[C:5]1[CH:6]=[C:7]([CH:15](O)[CH:16]([NH:19][C:20](=[O:26])[O:21]C(C)(C)C)[CH:17]=[CH2:18])[CH:8]=[C:9]([C:11]([F:14])([F:13])[F:12])[CH:10]=1. Product: [F:12][C:11]([F:13])([F:14])[C:9]1[CH:8]=[C:7]([C@H:15]2[O:21][C:20](=[O:26])[NH:19][C@H:16]2[CH:17]=[CH2:18])[CH:6]=[C:5]([C:4]([F:3])([F:28])[F:29])[CH:10]=1. The catalyst class is: 1. (2) Reactant: [S:1]1[CH:5]=[CH:4][C:3]2[CH:6]=[C:7]([CH2:10][S:11]([CH2:14][C@@H:15]([N:21]([C:33](OCC3C=CC=CC=3)=[O:34])[O:22]C(OCC3C=CC=CC=3)=O)[C:16]3[O:17][CH:18]=[CH:19][CH:20]=3)(=[O:13])=[O:12])[CH:8]=[CH:9][C:2]1=2.C[Si](I)(C)C.C(=O)([O-])O.[Na+].CCOC(C)=O. Product: [S:1]1[CH:5]=[CH:4][C:3]2[CH:6]=[C:7]([CH2:10][S:11]([CH2:14][C@@H:15]([N:21]([OH:22])[CH:33]=[O:34])[C:16]3[O:17][CH:18]=[CH:19][CH:20]=3)(=[O:13])=[O:12])[CH:8]=[CH:9][C:2]1=2. The catalyst class is: 19. (3) Reactant: C[O:2][C:3](=O)[C@@H:4]([NH:13][C:14]([C:16]1[CH:24]=[C:23]2[C:19]([CH:20]=[N:21][N:22]2[CH2:25][CH:26]([CH3:28])[CH3:27])=[CH:18][C:17]=1[O:29][C:30]1[CH:35]=[CH:34][C:33]([F:36])=[CH:32][C:31]=1[F:37])=[O:15])[CH2:5][CH2:6][N:7]([CH2:9][CH2:10][O:11][CH3:12])[CH3:8].[BH4-].[Na+]. Product: [OH:2][CH2:3][C@@H:4]([NH:13][C:14]([C:16]1[CH:24]=[C:23]2[C:19]([CH:20]=[N:21][N:22]2[CH2:25][CH:26]([CH3:28])[CH3:27])=[CH:18][C:17]=1[O:29][C:30]1[CH:35]=[CH:34][C:33]([F:36])=[CH:32][C:31]=1[F:37])=[O:15])[CH2:5][CH2:6][N:7]([CH2:9][CH2:10][O:11][CH3:12])[CH3:8]. The catalyst class is: 36. (4) Reactant: C[Si](C)(C)CCOC[N:7]1[C:15]2[C:10](=[CH:11][C:12]([C:37]3[CH:38]=[C:39]4[C:43](=[CH:44][CH:45]=3)[CH2:42][N:41](C(OC(C)(C)C)=O)[CH2:40]4)=[C:13]([NH:16][C:17]([C:19]3[N:20]=[C:21]([C:24]4[CH:25]=[N:26][N:27](COCC[Si](C)(C)C)[CH:28]=4)[S:22][CH:23]=3)=[O:18])[CH:14]=2)[CH:9]=[N:8]1.C(O)(C(F)(F)F)=O.[Cl:62]CCl. Product: [ClH:62].[CH2:42]1[C:43]2[C:39](=[CH:38][C:37]([C:12]3[CH:11]=[C:10]4[C:15](=[CH:14][C:13]=3[NH:16][C:17]([C:19]3[N:20]=[C:21]([C:24]5[CH:28]=[N:27][NH:26][CH:25]=5)[S:22][CH:23]=3)=[O:18])[NH:7][N:8]=[CH:9]4)=[CH:45][CH:44]=2)[CH2:40][NH:41]1. The catalyst class is: 6. (5) The catalyst class is: 1. Reactant: CCOP(OCC)([CH2:6][C:7]#[N:8])=O.[H-].[Na+].[Cl:14][C:15]1[CH:16]=[C:17]([CH:22]2[C:31]3[C:26](=[CH:27][CH:28]=[CH:29][CH:30]=3)[CH2:25][C:24](=O)[CH2:23]2)[CH:18]=[CH:19][C:20]=1[Cl:21]. Product: [Cl:14][C:15]1[CH:16]=[C:17]([CH:22]2[C:31]3[C:26](=[CH:27][CH:28]=[CH:29][CH:30]=3)[CH:25]=[C:24]([CH2:6][C:7]#[N:8])[CH2:23]2)[CH:18]=[CH:19][C:20]=1[Cl:21]. (6) Reactant: [F:1][C:2]([F:7])([F:6])[C:3]([OH:5])=[O:4].[Cl:8][C:9]1[CH:10]=[C:11]([CH:27]=[CH:28][C:29]=1[Cl:30])[CH2:12][C:13]1([OH:26])[CH2:18][CH2:17][N:16](C(OC(C)(C)C)=O)[CH2:15][CH2:14]1. Product: [F:1][C:2]([F:7])([F:6])[C:3]([OH:5])=[O:4].[Cl:8][C:9]1[CH:10]=[C:11]([CH:27]=[CH:28][C:29]=1[Cl:30])[CH2:12][C:13]1([OH:26])[CH2:18][CH2:17][NH:16][CH2:15][CH2:14]1. The catalyst class is: 2. (7) Reactant: [CH3:1][NH:2][NH2:3].[CH:4]1([C@H:8]([NH:10][C:11]2[N:19]=[C:18]([C:20](=[NH:23])OC)[N:17]=[C:16]3[C:12]=2[N:13]([CH2:36][C@H:37]2[CH2:42][CH2:41][C@H:40]([CH3:43])[CH2:39][CH2:38]2)[C:14]([N:24]2[CH2:29][CH2:28]OC[C@H:25]2[C:30]2[CH:35]=[CH:34][CH:33]=[CH:32][CH:31]=2)=[N:15]3)[CH3:9])[CH2:7][CH2:6][CH2:5]1.[CH3:44][OH:45]. Product: [CH:4]1([C@H:8]([NH:10][C:11]2[N:19]=[C:18]([C:20](=[NH:23])[NH:3][NH:2][CH3:1])[N:17]=[C:16]3[C:12]=2[N:13]([CH2:36][C@H:37]2[CH2:38][CH2:39][C@H:40]([CH3:43])[CH2:41][CH2:42]2)[C:14]([N:24]2[CH2:29][CH2:28][O:45][CH2:44][C@H:25]2[C:30]2[CH:31]=[CH:32][CH:33]=[CH:34][CH:35]=2)=[N:15]3)[CH3:9])[CH2:7][CH2:6][CH2:5]1. The catalyst class is: 25. (8) Reactant: [CH3:1][C:2]1[O:6][N:5]=[C:4]([C:7]2[CH:12]=[CH:11][CH:10]=[CH:9][CH:8]=2)[C:3]=1[C:13]1[N:17]2[CH2:18][C:19]3[C:24]([C:16]2=[N:15][N:14]=1)=[CH:23][C:22]([C:25]1[CH2:26][CH2:27][NH:28][CH2:29][CH:30]=1)=[CH:21][CH:20]=3.C=O.[C:33]([BH3-])#N.[Na+]. Product: [CH3:1][C:2]1[O:6][N:5]=[C:4]([C:7]2[CH:12]=[CH:11][CH:10]=[CH:9][CH:8]=2)[C:3]=1[C:13]1[N:17]2[CH2:18][C:19]3[C:24]([C:16]2=[N:15][N:14]=1)=[CH:23][C:22]([C:25]1[CH2:26][CH2:27][N:28]([CH3:33])[CH2:29][CH:30]=1)=[CH:21][CH:20]=3. The catalyst class is: 5. (9) The catalyst class is: 2. Product: [Cl:25][C:26]1[CH:31]=[CH:30][C:29]([O:32][C:33]2[CH:34]=[CH:35][C:36]([CH2:39][S:14][C:11]3[NH:12][CH:13]=[C:8]([CH2:7][C:5]4[CH:6]=[N:1][CH:2]=[N:3][CH:4]=4)[C:9](=[O:15])[N:10]=3)=[CH:37][CH:38]=2)=[CH:28][C:27]=1[C:41]([F:42])([F:43])[F:44]. Reactant: [N:1]1[CH:6]=[C:5]([CH2:7][C:8]2[C:9](=[O:15])[NH:10][C:11](=[S:14])[NH:12][CH:13]=2)[CH:4]=[N:3][CH:2]=1.CCN(C(C)C)C(C)C.[Cl:25][C:26]1[CH:31]=[CH:30][C:29]([O:32][C:33]2[CH:38]=[CH:37][C:36]([CH2:39]Cl)=[CH:35][CH:34]=2)=[CH:28][C:27]=1[C:41]([F:44])([F:43])[F:42]. (10) Reactant: [Cl:1][C:2]1[CH:10]=[CH:9][CH:8]=[C:7]([CH3:11])[C:3]=1[C:4]([OH:6])=[O:5].[C:12](Cl)(=O)C(Cl)=O.CO.C(N(CC)CC)C. Product: [CH3:12][O:5][C:4](=[O:6])[C:3]1[C:7]([CH3:11])=[CH:8][CH:9]=[CH:10][C:2]=1[Cl:1]. The catalyst class is: 120.